The task is: Regression. Given two drug SMILES strings and cell line genomic features, predict the synergy score measuring deviation from expected non-interaction effect.. This data is from NCI-60 drug combinations with 297,098 pairs across 59 cell lines. (1) Drug 1: CCCS(=O)(=O)NC1=C(C(=C(C=C1)F)C(=O)C2=CNC3=C2C=C(C=N3)C4=CC=C(C=C4)Cl)F. Drug 2: C1C(C(OC1N2C=NC3=C2NC=NCC3O)CO)O. Cell line: SNB-19. Synergy scores: CSS=3.43, Synergy_ZIP=1.80, Synergy_Bliss=6.30, Synergy_Loewe=3.26, Synergy_HSA=3.40. (2) Drug 1: CCCS(=O)(=O)NC1=C(C(=C(C=C1)F)C(=O)C2=CNC3=C2C=C(C=N3)C4=CC=C(C=C4)Cl)F. Drug 2: CCN(CC)CCNC(=O)C1=C(NC(=C1C)C=C2C3=C(C=CC(=C3)F)NC2=O)C. Cell line: K-562. Synergy scores: CSS=12.2, Synergy_ZIP=9.95, Synergy_Bliss=14.4, Synergy_Loewe=6.21, Synergy_HSA=11.0. (3) Drug 1: CC1C(C(CC(O1)OC2CC(CC3=C2C(=C4C(=C3O)C(=O)C5=C(C4=O)C(=CC=C5)OC)O)(C(=O)C)O)N)O.Cl. Drug 2: CN(C(=O)NC(C=O)C(C(C(CO)O)O)O)N=O. Cell line: HS 578T. Synergy scores: CSS=12.9, Synergy_ZIP=-3.39, Synergy_Bliss=-0.470, Synergy_Loewe=-15.4, Synergy_HSA=-0.917. (4) Drug 1: CNC(=O)C1=CC=CC=C1SC2=CC3=C(C=C2)C(=NN3)C=CC4=CC=CC=N4. Drug 2: CC(CN1CC(=O)NC(=O)C1)N2CC(=O)NC(=O)C2. Cell line: SK-MEL-5. Synergy scores: CSS=15.6, Synergy_ZIP=-2.37, Synergy_Bliss=4.04, Synergy_Loewe=-2.14, Synergy_HSA=-1.89.